This data is from Forward reaction prediction with 1.9M reactions from USPTO patents (1976-2016). The task is: Predict the product of the given reaction. (1) Given the reactants [F:1][C:2]([F:31])([F:30])[C:3]1[CH:4]=[C:5]([NH:13][C:14](SC)=[C:15]([S:18]([C:21]2[CH:26]=[CH:25][C:24]([Cl:27])=[CH:23][CH:22]=2)(=[O:20])=[O:19])[C:16]#[N:17])[CH:6]=[C:7]([C:9]([F:12])([F:11])[F:10])[CH:8]=1, predict the reaction product. The product is: [F:31][C:2]([F:1])([F:30])[C:3]1[CH:4]=[C:5]([NH:13][C:14]([NH:13][CH:5]([CH3:6])[CH3:4])=[C:15]([S:18]([C:21]2[CH:22]=[CH:23][C:24]([Cl:27])=[CH:25][CH:26]=2)(=[O:19])=[O:20])[C:16]#[N:17])[CH:6]=[C:7]([C:9]([F:11])([F:10])[F:12])[CH:8]=1. (2) The product is: [CH:1]1([NH:7][C:8]2[N:13]=[CH:12][N:11]=[C:10]([C:14]([NH:17][C:18]3[CH:23]=[C:22]([Cl:24])[C:21]([OH:25])=[C:20]([Cl:26])[CH:19]=3)=[O:16])[CH:9]=2)[CH2:2][CH2:3][CH2:4][CH2:5][CH2:6]1. Given the reactants [CH:1]1([NH:7][C:8]2[N:13]=[CH:12][N:11]=[C:10]([C:14]([OH:16])=O)[CH:9]=2)[CH2:6][CH2:5][CH2:4][CH2:3][CH2:2]1.[NH2:17][C:18]1[CH:23]=[C:22]([Cl:24])[C:21]([OH:25])=[C:20]([Cl:26])[CH:19]=1, predict the reaction product. (3) Given the reactants [CH3:1][O:2][C:3]([CH:5]1[CH2:11][CH2:10][CH2:9][CH2:8][CH2:7][C:6]1=[N:12][OH:13])=[O:4].Cl[C:15](OC1C=CC([N+]([O-])=O)=CC=1)=[O:16].C(N(C(C)C)CC)(C)C.[Cl:36][C:37]1[CH:46]=[C:45]2[C:40]([C:41]([N:48]3[CH2:53][CH2:52][NH:51][CH2:50][CH2:49]3)=[CH:42][C:43]([NH2:47])=[N:44]2)=[CH:39][CH:38]=1, predict the reaction product. The product is: [NH2:47][C:43]1[CH:42]=[C:41]([N:48]2[CH2:53][CH2:52][N:51]([C:15]([O:13][N:12]=[C:6]3[CH2:7][CH2:8][CH2:9][CH2:10][CH2:11][CH:5]3[C:3]([O:2][CH3:1])=[O:4])=[O:16])[CH2:50][CH2:49]2)[C:40]2[C:45](=[CH:46][C:37]([Cl:36])=[CH:38][CH:39]=2)[N:44]=1. (4) Given the reactants [O:1]([C:8]1[CH:9]=[C:10]([C:14]23[CH2:21][CH2:20][C:17]([CH2:22][CH2:23][OH:24])([CH2:18][CH2:19]2)[CH2:16][O:15]3)[CH:11]=[CH:12][CH:13]=1)[C:2]1[CH:7]=[CH:6][CH:5]=[CH:4][CH:3]=1.[OH-].[Na+].Br[CH2:28][C:29]([O:31][C:32]([CH3:35])([CH3:34])[CH3:33])=[O:30], predict the reaction product. The product is: [O:1]([C:8]1[CH:9]=[C:10]([C:14]23[CH2:21][CH2:20][C:17]([CH2:22][CH2:23][O:24][CH2:28][C:29]([O:31][C:32]([CH3:35])([CH3:34])[CH3:33])=[O:30])([CH2:18][CH2:19]2)[CH2:16][O:15]3)[CH:11]=[CH:12][CH:13]=1)[C:2]1[CH:7]=[CH:6][CH:5]=[CH:4][CH:3]=1. (5) Given the reactants N#N.[Br:3][C:4]1[S:5][C:6]([CH2:9][OH:10])=[CH:7][N:8]=1.[CH3:11]I, predict the reaction product. The product is: [Br:3][C:4]1[S:5][C:6]([CH2:9][O:10][CH3:11])=[CH:7][N:8]=1. (6) Given the reactants [CH3:1][C@@H:2]([OH:5])[CH2:3][CH3:4].[H-].[Na+].Cl[C:9]1[CH:10]=[CH:11][C:12]2[CH2:13][N:14]([C:20]([O:22][C:23]([CH3:26])([CH3:25])[CH3:24])=[O:21])[CH2:15][CH2:16][O:17][C:18]=2[N:19]=1.O, predict the reaction product. The product is: [CH3:1][C@@H:2]([O:5][C:9]1[CH:10]=[CH:11][C:12]2[CH2:13][N:14]([C:20]([O:22][C:23]([CH3:26])([CH3:25])[CH3:24])=[O:21])[CH2:15][CH2:16][O:17][C:18]=2[N:19]=1)[CH2:3][CH3:4]. (7) Given the reactants [O:1]=[C:2]1[N:6]([C:7]2[CH:18]=[CH:17][C:10]3[C:11](=[O:16])[CH2:12][S:13][CH2:14][CH2:15][C:9]=3[CH:8]=2)[CH2:5][C@H:4]([CH2:19][NH:20][C:21](=[O:23])[CH3:22])[O:3]1.CO[CH:26](OC)[N:27]([CH3:29])[CH3:28], predict the reaction product. The product is: [CH3:26][N:27]([CH:29]=[C:12]1[C:11](=[O:16])[C:10]2[CH:17]=[CH:18][C:7]([N:6]3[CH2:5][C@H:4]([CH2:19][NH:20][C:21](=[O:23])[CH3:22])[O:3][C:2]3=[O:1])=[CH:8][C:9]=2[CH2:15][CH2:14][S:13]1)[CH3:28]. (8) Given the reactants [CH3:1][O:2][C:3](=[O:22])[C@@H:4]([NH:14][C:15]([O:17][C:18]([CH3:21])([CH3:20])[CH3:19])=[O:16])[CH2:5][C:6]1[CH:11]=[CH:10][C:9]([OH:12])=[C:8]([OH:13])[CH:7]=1.C(=O)([O-])[O-].[K+].[K+].[I-].[K+].[CH2:31](Cl)[C:32]1[CH:37]=[CH:36][CH:35]=[CH:34][CH:33]=1, predict the reaction product. The product is: [CH3:1][O:2][C:3](=[O:22])[C@@H:4]([NH:14][C:15]([O:17][C:18]([CH3:19])([CH3:21])[CH3:20])=[O:16])[CH2:5][C:6]1[CH:11]=[CH:10][C:9]([O:12][CH2:31][C:32]2[CH:37]=[CH:36][CH:35]=[CH:34][CH:33]=2)=[C:8]([O:13][CH2:5][C:6]2[CH:11]=[CH:10][CH:9]=[CH:8][CH:7]=2)[CH:7]=1. (9) Given the reactants C([O-])([O-])=O.[K+].[K+].[OH:7][C:8]1[CH:15]=[CH:14][C:11]([CH:12]=[O:13])=[C:10]([O:16][CH3:17])[CH:9]=1.C1(C)C=CC(S(O[CH2:28][CH2:29][CH2:30][N:31]=[N+:32]=[N-:33])(=O)=O)=CC=1, predict the reaction product. The product is: [N:31]([CH2:30][CH2:29][CH2:28][O:7][C:8]1[CH:15]=[CH:14][C:11]([CH:12]=[O:13])=[C:10]([O:16][CH3:17])[CH:9]=1)=[N+:32]=[N-:33].